From a dataset of Full USPTO retrosynthesis dataset with 1.9M reactions from patents (1976-2016). Predict the reactants needed to synthesize the given product. (1) Given the product [CH3:31][C:21]1[CH:26]=[CH:25][C:24]([S:27]([O:18][CH2:17][C@H:16]([C:13]2[CH:12]=[CH:11][C:10]([C@@H:8]([NH:7][C:6]([O:5][C:1]([CH3:2])([CH3:3])[CH3:4])=[O:20])[CH3:9])=[CH:15][CH:14]=2)[OH:19])(=[O:29])=[O:28])=[CH:23][CH:22]=1, predict the reactants needed to synthesize it. The reactants are: [C:1]([O:5][C:6](=[O:20])[NH:7][C@H:8]([C:10]1[CH:15]=[CH:14][C:13]([C@H:16]([OH:19])[CH2:17][OH:18])=[CH:12][CH:11]=1)[CH3:9])([CH3:4])([CH3:3])[CH3:2].[C:21]1([CH3:31])[CH:26]=[CH:25][C:24]([S:27](Cl)(=[O:29])=[O:28])=[CH:23][CH:22]=1.O. (2) Given the product [CH3:26][N:23]1[CH2:24][CH2:25][C@@H:21]([O:1][C:2]2[CH:3]=[C:4]([CH:9]=[C:10]([O:12][CH2:13][C:14]3[CH:19]=[CH:18][CH:17]=[CH:16][CH:15]=3)[CH:11]=2)[C:5]([O:7][CH3:8])=[O:6])[C:22]1=[O:27], predict the reactants needed to synthesize it. The reactants are: [OH:1][C:2]1[CH:3]=[C:4]([CH:9]=[C:10]([O:12][CH2:13][C:14]2[CH:19]=[CH:18][CH:17]=[CH:16][CH:15]=2)[CH:11]=1)[C:5]([O:7][CH3:8])=[O:6].Br[CH:21]1[CH2:25][CH2:24][N:23]([CH3:26])[C:22]1=[O:27].C(=O)([O-])[O-].[K+].[K+]. (3) Given the product [C:2]([N:13]([OH:14])[C:12]([C:17]([CH3:23])([CH3:22])[C:18]([O:20][CH3:21])=[O:19])=[O:15])([CH3:5])([CH3:3])[CH3:1], predict the reactants needed to synthesize it. The reactants are: [CH3:1][C:2]([CH3:5])([O-])[CH3:3].[K+].C(O[C:12](=[O:15])[NH:13][OH:14])(C)(C)C.Br[C:17]([CH3:23])([CH3:22])[C:18]([O:20][CH3:21])=[O:19]. (4) The reactants are: [CH2:1]([OH:17])[CH2:2][CH2:3]CCCCCCCCCCCCC.C(N=C=O)CCCCCN=C=[O:26].C1C=C(C[N:37]=[C:38]=[O:39])C=C(CN=C=O)C=1.C([O-])(=O)CCCCCCCCCCC.C([Sn+2]CCCC)CCC.C([O-])(=O)CCCCCCCCCCC.C(OCCO)(=O)C=C.COC1C=CC(O)=CC=1. Given the product [C:1]([OH:17])(=[O:26])[CH:2]=[CH2:3].[NH2:37][C:38]([O:17][CH2:1][CH3:2])=[O:39], predict the reactants needed to synthesize it. (5) Given the product [CH3:1][O:2][C:3]1[C:4]([NH:14][C:15]([N:30]2[CH2:29][CH2:28][N:27]([C:24]3[CH:23]=[CH:22][C:21]([F:20])=[CH:26][CH:25]=3)[CH2:32][CH2:31]2)=[O:19])=[N:5][C:6]2[C:11]([N:12]=1)=[CH:10][C:9]([CH3:13])=[CH:8][CH:7]=2, predict the reactants needed to synthesize it. The reactants are: [CH3:1][O:2][C:3]1[C:4]([NH:14][C:15](=[O:19])OCC)=[N:5][C:6]2[C:11]([N:12]=1)=[CH:10][C:9]([CH3:13])=[CH:8][CH:7]=2.[F:20][C:21]1[CH:26]=[CH:25][C:24]([N:27]2[CH2:32][CH2:31][NH:30][CH2:29][CH2:28]2)=[CH:23][CH:22]=1. (6) Given the product [N+:24]([C:21]1[CH:22]=[CH:23][C:18]([O:16][C:15]2[C:10]3[CH2:9][O:8][CH2:7][C:11]=3[CH:12]=[CH:13][CH:14]=2)=[CH:19][CH:20]=1)([O-:26])=[O:25], predict the reactants needed to synthesize it. The reactants are: C(=O)([O-])[O-].[K+].[K+].[CH2:7]1[C:11]2[CH:12]=[CH:13][CH:14]=[C:15]([OH:16])[C:10]=2[CH2:9][O:8]1.F[C:18]1[CH:23]=[CH:22][C:21]([N+:24]([O-:26])=[O:25])=[CH:20][CH:19]=1.